From a dataset of Forward reaction prediction with 1.9M reactions from USPTO patents (1976-2016). Predict the product of the given reaction. (1) Given the reactants [F:1][C:2]1[CH:9]=[C:8]([F:10])[CH:7]=[CH:6][C:3]=1[CH2:4]Br.[CH2:11]([O:13][C:14](=[O:35])[C:15]1[CH:20]=[CH:19][N:18]=[C:17]([N:21]2[C:25]([CH3:26])=[CH:24][CH:23]=[C:22]2[C:27]2[CH:32]=[C:31]([Cl:33])[CH:30]=[CH:29][C:28]=2[OH:34])[CH:16]=1)[CH3:12].C([O-])([O-])=O.[K+].[K+], predict the reaction product. The product is: [CH2:11]([O:13][C:14](=[O:35])[C:15]1[CH:20]=[CH:19][N:18]=[C:17]([N:21]2[C:25]([CH3:26])=[CH:24][CH:23]=[C:22]2[C:27]2[CH:32]=[C:31]([Cl:33])[CH:30]=[CH:29][C:28]=2[O:34][CH2:4][C:3]2[CH:6]=[CH:7][C:8]([F:10])=[CH:9][C:2]=2[F:1])[CH:16]=1)[CH3:12]. (2) Given the reactants [CH2:1]([O:4][N:5]([C@H:18]1[CH2:23][N:22]([C:24]([O:26][C:27]([CH3:30])([CH3:29])[CH3:28])=[O:25])[C@H:21]([CH2:31][OH:32])[CH:20]=[C:19]1[C:33](=[O:37])[N:34]([CH3:36])[CH3:35])[S:6]([C:9]1[CH:14]=[CH:13][CH:12]=[CH:11][C:10]=1[N+:15]([O-:17])=[O:16])(=[O:8])=[O:7])[CH:2]=[CH2:3].I[CH3:39], predict the reaction product. The product is: [CH2:1]([O:4][N:5]([C@H:18]1[CH2:23][N:22]([C:24]([O:26][C:27]([CH3:29])([CH3:30])[CH3:28])=[O:25])[C@H:21]([CH2:31][O:32][CH3:39])[CH:20]=[C:19]1[C:33](=[O:37])[N:34]([CH3:35])[CH3:36])[S:6]([C:9]1[CH:14]=[CH:13][CH:12]=[CH:11][C:10]=1[N+:15]([O-:17])=[O:16])(=[O:8])=[O:7])[CH:2]=[CH2:3]. (3) Given the reactants [Cl:1][C:2]1[CH:3]=[C:4]([C:29]2[CH2:30][CH2:31][C:32](=[O:35])[NH:33][N:34]=2)[CH:5]=[CH:6][C:7]=1[O:8][CH2:9][CH2:10][CH2:11][O:12][CH2:13][C:14]1[CH:19]=[CH:18][C:17]([O:20][CH2:21][CH:22]([OH:28])[CH2:23][NH:24][CH:25]([CH3:27])[CH3:26])=[CH:16][CH:15]=1.[C:36](N)(C)(C)C, predict the reaction product. The product is: [C:25]([NH:24][CH2:23][CH:22]([OH:28])[CH2:21][O:20][C:17]1[CH:16]=[CH:15][C:14]([CH2:13][O:12][CH2:11][CH2:10][CH2:9][O:8][C:7]2[CH:6]=[CH:5][C:4]([C:29]3[CH2:30][CH2:31][C:32](=[O:35])[NH:33][N:34]=3)=[CH:3][C:2]=2[Cl:1])=[CH:19][CH:18]=1)([CH3:36])([CH3:26])[CH3:27]. (4) Given the reactants [CH3:1][O:2][C:3]1[CH:8]=[CH:7][C:6]([S:9][CH2:10][C:11](O)=O)=[CH:5][CH:4]=1.COC1C=CC(S)=CC=1.BrCC[CH2:26][CH2:27][C:28]([O:30]CC)=[O:29].[OH-].[K+], predict the reaction product. The product is: [CH3:1][O:2][C:3]1[CH:4]=[CH:5][C:6]([S:9][CH2:10][CH2:11][CH2:26][CH2:27][C:28]([OH:30])=[O:29])=[CH:7][CH:8]=1. (5) Given the reactants C(OC([N:6]1[C:10]([C:11]2[CH:16]=[CH:15][C:14]([S:17][CH3:18])=[CH:13][CH:12]=2)=[C:9]([C:19]2[CH:24]=[CH:23][C:22]([F:25])=[CH:21][CH:20]=2)[N:8]=[C:7]1[C:26](=O)[CH3:27])C)C.C(O)(=O)C.B(F)(F)F.[CH2:37]([SH:41])[CH2:38][CH2:39][SH:40], predict the reaction product. The product is: [F:25][C:22]1[CH:21]=[CH:20][C:19]([C:9]2[NH:8][C:7]([C:26]3([CH3:27])[S:41][CH2:37][CH2:38][CH2:39][S:40]3)=[N:6][C:10]=2[C:11]2[CH:12]=[CH:13][C:14]([S:17][CH3:18])=[CH:15][CH:16]=2)=[CH:24][CH:23]=1. (6) Given the reactants [Cl:1][C:2]1[CH:3]=[C:4]2[C:12](=[C:13]([NH:15][C:16]([C@H:18]3[N:23]([CH2:24][C:25]([OH:27])=O)[CH2:22][C:21]([CH3:29])([CH3:28])[O:20][CH2:19]3)=[O:17])[CH:14]=1)[NH:11][C:10]1[CH:9]=[N:8][CH:7]=[CH:6][C:5]2=1.[NH2:30][CH2:31][C:32]1[CH:37]=[CH:36][N:35]=[CH:34][CH:33]=1, predict the reaction product. The product is: [Cl:1][C:2]1[CH:3]=[C:4]2[C:12](=[C:13]([NH:15][C:16]([C@@H:18]3[CH2:19][O:20][C:21]([CH3:28])([CH3:29])[CH2:22][N:23]3[CH2:24][C:25](=[O:27])[NH:30][CH2:31][C:32]3[CH:37]=[CH:36][N:35]=[CH:34][CH:33]=3)=[O:17])[CH:14]=1)[NH:11][C:10]1[CH:9]=[N:8][CH:7]=[CH:6][C:5]2=1. (7) Given the reactants [NH2:1][C:2]1[N:7]=[C:6]([CH3:8])[C:5]([CH2:9][NH:10][C:11](=[O:17])[O:12][C:13]([CH3:16])([CH3:15])[CH3:14])=[CH:4][C:3]=1Br.[CH3:19][N:20](C=O)C, predict the reaction product. The product is: [NH2:1][C:2]1[N:7]=[C:6]([CH3:8])[C:5]([CH2:9][NH:10][C:11](=[O:17])[O:12][C:13]([CH3:16])([CH3:15])[CH3:14])=[CH:4][C:3]=1[C:19]#[N:20].